Dataset: Peptide-MHC class I binding affinity with 185,985 pairs from IEDB/IMGT. Task: Regression. Given a peptide amino acid sequence and an MHC pseudo amino acid sequence, predict their binding affinity value. This is MHC class I binding data. (1) The binding affinity (normalized) is 0.224. The peptide sequence is SSLIKQSKF. The MHC is H-2-Db with pseudo-sequence H-2-Db. (2) The peptide sequence is ELQSVLVTTY. The MHC is HLA-A68:01 with pseudo-sequence HLA-A68:01. The binding affinity (normalized) is 0.325. (3) The peptide sequence is FYIQMCTEL. The MHC is HLA-A30:02 with pseudo-sequence HLA-A30:02. The binding affinity (normalized) is 0.149. (4) The peptide sequence is ADKNLIKCS. The MHC is HLA-B18:01 with pseudo-sequence HLA-B18:01. The binding affinity (normalized) is 0. (5) The peptide sequence is EIYRTLYGL. The MHC is HLA-A02:01 with pseudo-sequence HLA-A02:01. The binding affinity (normalized) is 0.0847. (6) The peptide sequence is AEDMLNPNY. The MHC is HLA-A69:01 with pseudo-sequence HLA-A69:01. The binding affinity (normalized) is 0.0847.